Dataset: Forward reaction prediction with 1.9M reactions from USPTO patents (1976-2016). Task: Predict the product of the given reaction. (1) Given the reactants [C:1]([C:4]1[CH:5]=[CH:6][C:7]([O:10][CH3:11])=[N:8][CH:9]=1)(=[O:3])[CH3:2].[Cl:12][C:13]1[CH:14]=[C:15]([CH:18]=[C:19]([Cl:21])[CH:20]=1)[CH:16]=O.[OH-].[K+], predict the reaction product. The product is: [Cl:12][C:13]1[CH:14]=[C:15](/[CH:16]=[CH:2]/[C:1]([C:4]2[CH:9]=[N:8][C:7]([O:10][CH3:11])=[CH:6][CH:5]=2)=[O:3])[CH:18]=[C:19]([Cl:21])[CH:20]=1. (2) Given the reactants [CH:1]1[C:13]2[CH2:12][C:11]3[C:6](=[CH:7][CH:8]=[CH:9][CH:10]=3)[C:5]=2[CH:4]=[CH:3][C:2]=1[NH:14][C:15](=O)[CH:16]([CH3:18])[CH3:17].COC1C=CC(P2(=S)SP(=S)(C3C=CC(OC)=CC=3)[S:29]2)=CC=1, predict the reaction product. The product is: [CH:1]1[C:13]2[CH2:12][C:11]3[C:6](=[CH:7][CH:8]=[CH:9][CH:10]=3)[C:5]=2[CH:4]=[CH:3][C:2]=1[NH:14][C:15](=[S:29])[CH:16]([CH3:18])[CH3:17]. (3) Given the reactants [NH2:1][C:2]1[N:6]([CH3:7])[C:5](=[O:8])[C:4]([C:19]2[CH:24]=[CH:23][CH:22]=[C:21](Br)[CH:20]=2)([C:9]2[CH:14]=[CH:13][C:12]([O:15][CH:16]([F:18])[F:17])=[CH:11][CH:10]=2)[N:3]=1.C(COC)OC.[CH:32]1(/[CH:35]=[CH:36]/B2OC(C)(C)C(C)(C)O2)[CH2:34][CH2:33]1.C([O-])([O-])=O.[Na+].[Na+], predict the reaction product. The product is: [NH2:1][C:2]1[N:6]([CH3:7])[C:5](=[O:8])[C:4]([C:19]2[CH:24]=[CH:23][CH:22]=[C:21](/[CH:36]=[CH:35]/[CH:32]3[CH2:34][CH2:33]3)[CH:20]=2)([C:9]2[CH:14]=[CH:13][C:12]([O:15][CH:16]([F:18])[F:17])=[CH:11][CH:10]=2)[N:3]=1. (4) Given the reactants C=CCCCCCCCC.COC(=O)CCCCCCCC=C.[C:24](OC)(=O)[CH2:25][CH2:26][CH2:27][CH2:28][CH2:29][CH2:30][CH2:31]/[CH:32]=[CH:33]\[CH2:34][CH2:35][CH2:36][CH2:37][CH2:38][CH2:39][CH2:40][CH3:41], predict the reaction product. The product is: [CH3:24][CH2:25][CH2:26][CH2:27][CH2:28][CH2:29][CH2:30][CH2:31][CH:32]=[CH:33][CH2:34][CH2:35][CH2:36][CH2:37][CH2:38][CH2:39][CH2:40][CH3:41]. (5) Given the reactants I[C:2]1[CH:7]=[CH:6][CH:5]=[C:4](I)[CH:3]=1.[CH:9]1[C:21]2[NH:20][C:19]3[C:14](=[CH:15][CH:16]=[CH:17][CH:18]=3)[C:13]=2[CH:12]=[CH:11][CH:10]=1.C1O[CH2:38][CH2:37]OCCOCCOCCOCCOC1.C(=O)([O-])[O-].[K+].[K+], predict the reaction product. The product is: [CH:2]1[C:3]2[N:20]([C:38]3[CH:37]=[CH:21][CH:9]=[C:10]([N:20]4[C:19]5[CH:18]=[CH:17][CH:16]=[CH:15][C:14]=5[C:13]5[C:21]4=[CH:9][CH:10]=[CH:11][CH:12]=5)[CH:11]=3)[C:19]3[C:18](=[CH:17][CH:16]=[CH:15][CH:14]=3)[C:4]=2[CH:5]=[CH:6][CH:7]=1.